Predict the reactants needed to synthesize the given product. From a dataset of Full USPTO retrosynthesis dataset with 1.9M reactions from patents (1976-2016). (1) Given the product [CH3:1][O:2][C:3](=[O:58])[NH:4][CH:5]([C:9]([N:11]1[CH2:15][CH:14]([C:61]#[N:62])[CH2:13][CH:12]1[C:16]1[NH:17][C:18]([C:21]2[CH:26]=[CH:25][C:24]([C:27]#[C:28][C:29]3[CH:34]=[CH:33][C:32]([C:35]4[NH:36][C:37]([CH:40]5[CH2:44][C:43]6([CH2:92][CH2:91]6)[CH2:42][N:41]5[C:47](=[O:57])[CH:48]([NH:52][C:53]([O:55][CH3:56])=[O:54])[CH:49]([CH3:51])[CH3:50])=[N:38][CH:39]=4)=[CH:31][CH:30]=3)=[CH:23][CH:22]=2)=[CH:19][N:20]=1)=[O:10])[CH:6]([CH3:8])[CH3:7], predict the reactants needed to synthesize it. The reactants are: [CH3:1][O:2][C:3](=[O:58])[NH:4][CH:5]([C:9]([N:11]1[CH2:15][CH2:14][CH2:13][CH:12]1[C:16]1[NH:17][C:18]([C:21]2[CH:26]=[CH:25][C:24]([C:27]#[C:28][C:29]3[CH:34]=[CH:33][C:32]([C:35]4[NH:36][C:37]([CH:40]5[CH2:44][C:43](F)(F)[CH2:42][N:41]5[C:47](=[O:57])[CH:48]([NH:52][C:53]([O:55][CH3:56])=[O:54])[CH:49]([CH3:51])[CH3:50])=[N:38][CH:39]=4)=[CH:31][CH:30]=3)=[CH:23][CH:22]=2)=[CH:19][N:20]=1)=[O:10])[CH:6]([CH3:8])[CH3:7].CO[C:61](=O)[NH:62]C(C(N1CCCC1C1NC(C2C=CC(Br)=CC=2)=CN=1)=O)C(C)C.COC(=O)N[CH:91](C(N1C(C2NC(C3C=CC(C#C)=CC=3)=CN=2)CC2(CC2)C1)=O)[CH:92](C)C.COC(=O)NC(C(N1CC(F)(F)CC1C1NC(C2C=CC(C#C)=CC=2)=CN=1)=O)C(C)C. (2) Given the product [Cl:10][C:8]1[CH:7]=[CH:6][C:5]([O:11][CH3:12])=[C:4]([C:3]2[N:13]=[C:14]([CH:15]=[C:16]([CH3:18])[CH3:17])[S:31][C:2]=2[NH2:1])[CH:9]=1, predict the reactants needed to synthesize it. The reactants are: [NH2:1][C:2](=O)[CH:3]([NH:13][C:14](=O)[CH2:15][C:16](O)([CH3:18])[CH3:17])[C:4]1[CH:9]=[C:8]([Cl:10])[CH:7]=[CH:6][C:5]=1[O:11][CH3:12].COC1C=CC(P2(SP(C3C=CC(OC)=CC=3)(=S)S2)=[S:31])=CC=1.N1C=CC=CC=1. (3) Given the product [F:13][C:10]1[N:9]=[C:8]([C:14]([NH2:16])=[O:15])[C:7]([OH:18])=[N:12][CH:11]=1, predict the reactants needed to synthesize it. The reactants are: S(=O)(=O)(O)O.N[C:7]1[C:8]([C:14]([NH2:16])=[O:15])=[N:9][C:10]([F:13])=[CH:11][N:12]=1.N([O-])=[O:18].[Na+].C(=O)([O-])O.[Na+]. (4) Given the product [CH3:1][O:2][C:3]1[CH:56]=[CH:55][CH:54]=[CH:53][C:4]=1[CH2:5][O:6][CH2:7][CH2:8][CH2:9][O:10][C:11]1[CH:12]=[CH:13][C:14]([CH:17]2[CH2:22][CH2:21][N:20]([C:23]([O:25][C:26]([CH3:29])([CH3:27])[CH3:28])=[O:24])[CH2:19][CH:18]2[O:30][CH2:31][CH2:32][O:33][C:34]2[CH:39]=[CH:38][CH:37]=[CH:36][C:35]=2[CH2:40][CH2:41][N:59]2[CH2:60][CH2:61][O:57][C:58]2=[O:62])=[CH:15][CH:16]=1, predict the reactants needed to synthesize it. The reactants are: [CH3:1][O:2][C:3]1[CH:56]=[CH:55][CH:54]=[CH:53][C:4]=1[CH2:5][O:6][CH2:7][CH2:8][CH2:9][O:10][C:11]1[CH:16]=[CH:15][C:14]([CH:17]2[CH2:22][CH2:21][N:20]([C:23]([O:25][C:26]([CH3:29])([CH3:28])[CH3:27])=[O:24])[CH2:19][CH:18]2[O:30][CH2:31][CH2:32][O:33][C:34]2[CH:39]=[CH:38][CH:37]=[CH:36][C:35]=2[CH2:40][CH2:41]OS(C2C=CC(C)=CC=2)(=O)=O)=[CH:13][CH:12]=1.[O:57]1[CH2:61][CH2:60][NH:59][C:58]1=[O:62]. (5) Given the product [C:1]([O:5][C:6]([NH:8][C@@H:9]([CH2:22][O:23][S:32]([CH3:31])(=[O:34])=[O:33])[CH2:10][CH2:11][C:12]([O:14][CH2:15][C:16]1[CH:17]=[CH:18][CH:19]=[CH:20][CH:21]=1)=[O:13])=[O:7])([CH3:4])([CH3:3])[CH3:2], predict the reactants needed to synthesize it. The reactants are: [C:1]([O:5][C:6]([NH:8][C@@H:9]([CH2:22][OH:23])[CH2:10][CH2:11][C:12]([O:14][CH2:15][C:16]1[CH:21]=[CH:20][CH:19]=[CH:18][CH:17]=1)=[O:13])=[O:7])([CH3:4])([CH3:3])[CH3:2].C(N(CC)CC)C.[CH3:31][S:32](Cl)(=[O:34])=[O:33]. (6) Given the product [OH:19][CH2:18][CH2:17][NH:16][C:9](=[O:10])[O:11][C:12]([CH3:13])([CH3:14])[CH3:15], predict the reactants needed to synthesize it. The reactants are: [C:9](O[C:9]([O:11][C:12]([CH3:15])([CH3:14])[CH3:13])=[O:10])([O:11][C:12]([CH3:15])([CH3:14])[CH3:13])=[O:10].[NH2:16][CH2:17][CH2:18][OH:19]. (7) Given the product [Br:14][C:15]1[CH:16]=[C:17]([C@H:25]2[C:34]3[C:33](=[O:35])[CH2:32][C@@H:31]([CH2:36][CH2:37][CH3:38])[CH2:30][C:29]=3[NH:28][C:27]([CH3:39])=[C:26]2[C:40]#[N:41])[CH:18]=[C:19]([O:22][CH2:23][CH3:24])[C:20]=1[O:10][CH2:9][C:5]1[CH:6]=[C:7]([F:8])[C:2]([F:1])=[CH:3][C:4]=1[N+:11]([O-:13])=[O:12], predict the reactants needed to synthesize it. The reactants are: [F:1][C:2]1[C:7]([F:8])=[CH:6][C:5]([CH2:9][OH:10])=[C:4]([N+:11]([O-:13])=[O:12])[CH:3]=1.[Br:14][C:15]1[CH:16]=[C:17]([C@H:25]2[C:34]3[C:33](=[O:35])[CH2:32][C@@H:31]([CH2:36][CH2:37][CH3:38])[CH2:30][C:29]=3[NH:28][C:27]([CH3:39])=[C:26]2[C:40]#[N:41])[CH:18]=[C:19]([O:22][CH2:23][CH3:24])[C:20]=1O.C1(P(C2C=CC=CC=2)C2C=CC=CC=2)C=CC=CC=1.N(C(OC(C)C)=O)=NC(OC(C)C)=O. (8) Given the product [CH:22]([NH:15][C@@H:12]1[C@@H:10]2[C@@H:9]([CH2:8][N:7]([CH2:6][C:5]3[CH:16]=[CH:17][CH:18]=[C:3]([C:2]([F:19])([F:1])[F:20])[CH:4]=3)[CH2:11]2)[CH2:14][CH2:13]1)([C:23]1[CH:28]=[CH:27][CH:26]=[CH:25][CH:24]=1)[C:29]1[CH:34]=[CH:33][CH:32]=[CH:31][CH:30]=1, predict the reactants needed to synthesize it. The reactants are: [F:1][C:2]([F:20])([F:19])[C:3]1[CH:4]=[C:5]([CH:16]=[CH:17][CH:18]=1)[CH2:6][N:7]1[CH2:11][C@@H:10]2[C@@H:12]([NH2:15])[CH2:13][CH2:14][C@@H:9]2[CH2:8]1.Br[CH:22]([C:29]1[CH:34]=[CH:33][CH:32]=[CH:31][CH:30]=1)[C:23]1[CH:28]=[CH:27][CH:26]=[CH:25][CH:24]=1.C(=O)([O-])[O-].[K+].[K+]. (9) Given the product [Si:1]([O:8][C:9]([CH3:55])([CH3:54])[C:10]#[C:11][C:12]1[N:17]=[C:16]([C@@H:18]([NH:28][C:29](=[O:35])[O:30][C:31]([CH3:34])([CH3:33])[CH3:32])[CH2:19][C:20]2[CH:21]=[C:22]([F:27])[CH:23]=[C:24]([F:26])[CH:25]=2)[C:15]([C:36]2[CH:37]=[CH:38][C:39]([Cl:53])=[C:40]3[C:44]=2[N:43]([CH3:45])[N:42]=[C:41]3[N:46]([CH2:62][CH3:63])[C:47](=[O:52])[C:48]([F:49])([F:50])[F:51])=[CH:14][CH:13]=1)([C:4]([CH3:5])([CH3:6])[CH3:7])([CH3:2])[CH3:3], predict the reactants needed to synthesize it. The reactants are: [Si:1]([O:8][C:9]([CH3:55])([CH3:54])[C:10]#[C:11][C:12]1[N:17]=[C:16]([C@@H:18]([NH:28][C:29](=[O:35])[O:30][C:31]([CH3:34])([CH3:33])[CH3:32])[CH2:19][C:20]2[CH:25]=[C:24]([F:26])[CH:23]=[C:22]([F:27])[CH:21]=2)[C:15]([C:36]2[CH:37]=[CH:38][C:39]([Cl:53])=[C:40]3[C:44]=2[N:43]([CH3:45])[N:42]=[C:41]3[NH:46][C:47](=[O:52])[C:48]([F:51])([F:50])[F:49])=[CH:14][CH:13]=1)([C:4]([CH3:7])([CH3:6])[CH3:5])([CH3:3])[CH3:2].C(=O)([O-])[O-].[Cs+].[Cs+].[CH2:62](OS(OCC)(=O)=O)[CH3:63]. (10) The reactants are: [C@@H:1]1([OH:7])[CH2:5][CH2:4][CH2:3][C@@H:2]1[OH:6].C(N(CC)CC)C.[S:15](Cl)([CH3:18])(=[O:17])=[O:16]. Given the product [CH3:18][S:15]([O:6][C@@H:2]1[CH2:3][CH2:4][CH2:5][C@@H:1]1[O:7][S:15]([CH3:18])(=[O:17])=[O:16])(=[O:17])=[O:16], predict the reactants needed to synthesize it.